This data is from Forward reaction prediction with 1.9M reactions from USPTO patents (1976-2016). The task is: Predict the product of the given reaction. (1) The product is: [CH2:16]([CH:3]1[C:4]2[NH:5][C:6]3[C:11]([C:12]=2[CH2:13][CH2:14][N:2]1[CH3:1])=[CH:10][C:9]([CH3:15])=[CH:8][CH:7]=3)[CH3:17]. Given the reactants [CH3:1][N:2]1[CH2:14][CH2:13][C:12]2[C:11]3[C:6](=[CH:7][CH:8]=[C:9]([CH3:15])[CH:10]=3)[NH:5][C:4]=2[CH:3]1[C:16]1C=CC=C[CH:17]=1.N1C2C(=CC=C3C=2N=CC=C3)C=CC=1.[O-]P([O-])([O-])=O.[K+].[K+].[K+].BrC#CC1C=CC(Cl)=CC=1, predict the reaction product. (2) Given the reactants [CH:1]1[CH2:6][CH:5]=[CH:4][CH2:3][CH:2]=1.C([C:9]1[C:15](=O)[C:14](Cl)=[C:13](Cl)[C:11](=[O:12])[C:10]=1C#N)#N, predict the reaction product. The product is: [C:1]1([CH:10]2[CH2:9][CH2:15][CH2:14][CH2:13][C:11]2=[O:12])[CH:6]=[CH:5][CH:4]=[CH:3][CH:2]=1. (3) The product is: [Cl:7][C:8]1[CH:9]=[CH:10][C:11]([S:14]([N:1]2[CH2:6][CH2:5][CH2:4][CH2:3][CH2:2]2)(=[O:16])=[O:15])=[CH:12][N:13]=1. Given the reactants [NH:1]1[CH2:6][CH2:5][CH2:4][CH2:3][CH2:2]1.[Cl:7][C:8]1[N:13]=[CH:12][C:11]([S:14](Cl)(=[O:16])=[O:15])=[CH:10][CH:9]=1, predict the reaction product. (4) Given the reactants Br[C:2]1[CH:7]=[CH:6][CH:5]=[CH:4][C:3]=1[CH2:8][C:9]([OH:11])=[O:10].[CH3:12][C:13]1[CH:14]=[C:15]([CH:17]=[CH:18][C:19]=1[Br:20])[NH2:16], predict the reaction product. The product is: [CH3:12][C:13]1[CH:14]=[C:15]([NH:16][C:2]2[CH:7]=[CH:6][CH:5]=[CH:4][C:3]=2[CH2:8][C:9]([OH:11])=[O:10])[CH:17]=[CH:18][C:19]=1[Br:20]. (5) Given the reactants [C:1]([O:4][C@H:5]1[C@H:10]([O:11][C:12](=[O:14])[CH3:13])[C@@H:9]([O:15][C:16](=[O:18])[CH3:17])[C@H:8]([C:19]2[CH:24]=[CH:23][C:22]([CH2:25][O:26][Si](C(C)C)(C(C)C)C(C)C)=[C:21]([CH:37]([C:49]3[CH:54]=[CH:53][C:52]([CH2:55][CH3:56])=[CH:51][CH:50]=3)[O:38][Si](C(C)C)(C(C)C)C(C)C)[CH:20]=2)[O:7][C@@H:6]1[CH2:57][O:58][C:59](=[O:61])[CH3:60])(=[O:3])[CH3:2].[F-].C([N+](CCCC)(CCCC)CCCC)CCC, predict the reaction product. The product is: [C:1]([O:4][C@H:5]1[C@H:10]([O:11][C:12](=[O:14])[CH3:13])[C@@H:9]([O:15][C:16](=[O:18])[CH3:17])[C@H:8]([C:19]2[CH:24]=[CH:23][C:22]([CH2:25][OH:26])=[C:21]([CH:37]([C:49]3[CH:54]=[CH:53][C:52]([CH2:55][CH3:56])=[CH:51][CH:50]=3)[OH:38])[CH:20]=2)[O:7][C@@H:6]1[CH2:57][O:58][C:59](=[O:61])[CH3:60])(=[O:3])[CH3:2]. (6) The product is: [O:22]=[C:16]1[CH:15]([N:8]2[CH2:7][C:6]3[C:10](=[CH:11][CH:12]=[CH:13][C:5]=3[CH2:4][N:3]([CH3:2])[C:32]([NH:31][C:28]3[CH:27]=[CH:26][C:25]([O:24][CH3:23])=[CH:30][CH:29]=3)=[O:33])[C:9]2=[O:14])[CH2:20][CH2:19][C:18](=[O:21])[NH:17]1. Given the reactants Cl.[CH3:2][NH:3][CH2:4][C:5]1[CH:13]=[CH:12][CH:11]=[C:10]2[C:6]=1[CH2:7][N:8]([CH:15]1[CH2:20][CH2:19][C:18](=[O:21])[NH:17][C:16]1=[O:22])[C:9]2=[O:14].[CH3:23][O:24][C:25]1[CH:30]=[CH:29][C:28]([N:31]=[C:32]=[O:33])=[CH:27][CH:26]=1.C(N(C(C)C)CC)(C)C, predict the reaction product.